From a dataset of Full USPTO retrosynthesis dataset with 1.9M reactions from patents (1976-2016). Predict the reactants needed to synthesize the given product. (1) Given the product [O:14]1[CH:18]=[CH:17][CH:16]=[C:15]1[C:19]1[O:7][N:6]=[C:4]([C:3]2[CH:8]=[C:9]([O:12][CH3:13])[CH:10]=[CH:11][C:2]=2[OH:1])[N:5]=1, predict the reactants needed to synthesize it. The reactants are: [OH:1][C:2]1[CH:11]=[CH:10][C:9]([O:12][CH3:13])=[CH:8][C:3]=1[C:4]([NH:6][OH:7])=[NH:5].[O:14]1[CH:18]=[CH:17][CH:16]=[C:15]1[C:19](O)=O. (2) The reactants are: [Cl:1][C:2]1[CH:21]=[C:20]([Cl:22])[CH:19]=[CH:18][C:3]=1[CH2:4][N:5]1[C:9]([CH2:10][CH2:11][C:12]([O:14][CH2:15][CH3:16])=[O:13])=[CH:8][C:7]([OH:17])=[N:6]1.Br[CH2:24][C:25]([O:27][C:28]([CH3:31])([CH3:30])[CH3:29])=[O:26].C(=O)([O-])[O-].[K+].[K+]. Given the product [C:28]([O:27][C:25](=[O:26])[CH2:24][O:17][C:7]1[CH:8]=[C:9]([CH2:10][CH2:11][C:12]([O:14][CH2:15][CH3:16])=[O:13])[N:5]([CH2:4][C:3]2[CH:18]=[CH:19][C:20]([Cl:22])=[CH:21][C:2]=2[Cl:1])[N:6]=1)([CH3:31])([CH3:30])[CH3:29], predict the reactants needed to synthesize it. (3) Given the product [C:1]([C:5]1[CH:6]=[C:7]([C:20]([NH:39][C:38]2[C:40]([F:50])=[C:41]([F:49])[C:42]([C:45]([F:48])([F:47])[F:46])=[C:43]([F:44])[C:37]=2[F:36])=[O:22])[N:8]([CH2:10][C:11]2[C:12]([CH3:19])=[CH:13][C:14]([CH3:18])=[CH:15][C:16]=2[CH3:17])[N:9]=1)([CH3:3])([CH3:4])[CH3:2], predict the reactants needed to synthesize it. The reactants are: [C:1]([C:5]1[CH:6]=[C:7]([C:20]([OH:22])=O)[N:8]([CH2:10][C:11]2[C:16]([CH3:17])=[CH:15][C:14]([CH3:18])=[CH:13][C:12]=2[CH3:19])[N:9]=1)([CH3:4])([CH3:3])[CH3:2].C(NC(C)C)(C)C.CCCP(=O)=O.[F:36][C:37]1[C:43]([F:44])=[C:42]([C:45]([F:48])([F:47])[F:46])[C:41]([F:49])=[C:40]([F:50])[C:38]=1[NH2:39]. (4) The reactants are: [F:1][C:2]1[CH:7]=[CH:6][CH:5]=[C:4]([F:8])[C:3]=1[C:9]1[C:17]2[O:16][CH:15]([CH2:18][N:19]=[N+]=[N-])[CH2:14][C:13]=2[CH:12]=[CH:11][CH:10]=1. Given the product [F:1][C:2]1[CH:7]=[CH:6][CH:5]=[C:4]([F:8])[C:3]=1[C:9]1[C:17]2[O:16][CH:15]([CH2:18][NH2:19])[CH2:14][C:13]=2[CH:12]=[CH:11][CH:10]=1, predict the reactants needed to synthesize it. (5) The reactants are: S(Cl)([Cl:3])=O.[NH2:5][C:6]1[N:11]=[C:10]([CH3:12])[C:9]([CH2:13][C:14]2[CH:19]=[CH:18][C:17]([CH2:20]O)=[CH:16][CH:15]=2)=[C:8]([NH:22][CH2:23][CH2:24][CH2:25][CH2:26][CH3:27])[N:7]=1. Given the product [Cl:3][CH2:20][C:17]1[CH:18]=[CH:19][C:14]([CH2:13][C:9]2[C:8]([NH:22][CH2:23][CH2:24][CH2:25][CH2:26][CH3:27])=[N:7][C:6]([NH2:5])=[N:11][C:10]=2[CH3:12])=[CH:15][CH:16]=1, predict the reactants needed to synthesize it. (6) Given the product [NH2:17][C:18]1[N:19]=[C:20]([O:1][CH:2]2[CH2:3][CH2:4][N:5]([C:8]([O:10][C:11]([CH3:14])([CH3:13])[CH3:12])=[O:9])[CH2:6][CH2:7]2)[CH:21]=[CH:22][C:23]=1[N+:24]([O-:26])=[O:25], predict the reactants needed to synthesize it. The reactants are: [OH:1][CH:2]1[CH2:7][CH2:6][N:5]([C:8]([O:10][C:11]([CH3:14])([CH3:13])[CH3:12])=[O:9])[CH2:4][CH2:3]1.[H-].[Na+].[NH2:17][C:18]1[C:23]([N+:24]([O-:26])=[O:25])=[CH:22][CH:21]=[C:20](Cl)[N:19]=1.